Dataset: Reaction yield outcomes from USPTO patents with 853,638 reactions. Task: Predict the reaction yield, written as a fraction of the theoretical maximum amount of product (1.0 means a 100% yield; for example, 0.34 means a 34% yield). (1) The reactants are Br[C:2]1[CH:7]=[C:6]([F:8])[C:5]([N+:9]([O-:11])=[O:10])=[CH:4][C:3]=1[F:12].[C:13]([Cu])#[N:14].[O-]S([O-])(=O)=O.[Na+].[Na+].CC(OC)(C)C. The catalyst is CN1C(=O)CCC1. The product is [F:12][C:3]1[CH:4]=[C:5]([N+:9]([O-:11])=[O:10])[C:6]([F:8])=[CH:7][C:2]=1[C:13]#[N:14]. The yield is 0.680. (2) The reactants are [CH3:1][C:2]1[C:7]([CH:8]([CH2:13][C:14]2[CH:19]=[CH:18][CH:17]=[CH:16][CH:15]=2)[C:9]([O:11]C)=[O:10])=[C:6]([C:20]2[CH:25]=[CH:24][C:23]([CH3:26])=[CH:22][CH:21]=2)[N:5]=[C:4]([N:27]2[CH2:32][CH2:31][CH2:30][CH2:29][CH2:28]2)[N:3]=1.[OH-].[Na+]. The catalyst is CO. The product is [CH3:1][C:2]1[C:7]([CH:8]([CH2:13][C:14]2[CH:15]=[CH:16][CH:17]=[CH:18][CH:19]=2)[C:9]([OH:11])=[O:10])=[C:6]([C:20]2[CH:21]=[CH:22][C:23]([CH3:26])=[CH:24][CH:25]=2)[N:5]=[C:4]([N:27]2[CH2:28][CH2:29][CH2:30][CH2:31][CH2:32]2)[N:3]=1. The yield is 0.800. (3) The reactants are [C:1](=[O:4])(O)[O-].[Na+].CC(OI1(OC(C)=O)(OC(C)=O)O[C:17](=O)[C:16]2[CH:15]=[CH:14][CH:13]=[CH:12][C:11]1=2)=O.Cl[CH2:29]Cl. No catalyst specified. The product is [CH3:29][C:16]1([CH3:17])[CH2:11][CH2:12][CH2:13][CH2:14][CH:15]1[CH:1]=[O:4]. The yield is 0.510. (4) The reactants are [NH2:1][C@@H:2]1[CH2:6][CH2:5][N:4]([C:7]2[S:8][C:9]([C:13]([O:15][CH2:16][CH3:17])=[O:14])=[C:10]([CH3:12])[N:11]=2)[CH2:3]1.[Cl:18][C:19]1[N:20]=[C:21]([C:26](O)=[O:27])[NH:22][C:23]=1[CH2:24][CH3:25].CCN=C=NCCCN(C)C.Cl.ON1C2C=CC=CC=2N=N1.CN1CCOCC1. No catalyst specified. The product is [Cl:18][C:19]1[N:20]=[C:21]([C:26]([NH:1][C@@H:2]2[CH2:6][CH2:5][N:4]([C:7]3[S:8][C:9]([C:13]([O:15][CH2:16][CH3:17])=[O:14])=[C:10]([CH3:12])[N:11]=3)[CH2:3]2)=[O:27])[NH:22][C:23]=1[CH2:24][CH3:25]. The yield is 0.830. (5) The reactants are [Cl:1][C:2]1[CH:3]=[C:4]([C:8]#[C:9][C@@H:10]2[N:14]3[CH2:15][CH2:16][NH:17][CH2:18][C@@H:13]3[CH2:12][CH2:11]2)[CH:5]=[CH:6][CH:7]=1.Cl[C:20]([O:22][CH3:23])=[O:21]. The catalyst is C(Cl)Cl. The product is [Cl:1][C:2]1[CH:3]=[C:4]([C:8]#[C:9][C@@H:10]2[N:14]3[CH2:15][CH2:16][N:17]([C:20]([O:22][CH3:23])=[O:21])[CH2:18][C@@H:13]3[CH2:12][CH2:11]2)[CH:5]=[CH:6][CH:7]=1. The yield is 0.840. (6) The reactants are [C:1]([N:8]1[CH2:13][CH2:12][CH:11]([NH:14][C:15]2[C:20]([NH2:21])=[C:19]([N:22]3[CH2:27][CH2:26][O:25][CH2:24][CH2:23]3)[N:18]=[C:17]([Cl:28])[N:16]=2)[CH2:10][CH2:9]1)([O:3][C:4]([CH3:7])([CH3:6])[CH3:5])=[O:2].[N:29]([O-])=O.[Na+]. The yield is 0.730. The product is [C:1]([N:8]1[CH2:13][CH2:12][CH:11]([N:14]2[C:15]3[N:16]=[C:17]([Cl:28])[N:18]=[C:19]([N:22]4[CH2:23][CH2:24][O:25][CH2:26][CH2:27]4)[C:20]=3[N:21]=[N:29]2)[CH2:10][CH2:9]1)([O:3][C:4]([CH3:7])([CH3:6])[CH3:5])=[O:2]. No catalyst specified.